Dataset: M1 muscarinic receptor agonist screen with 61,833 compounds. Task: Binary Classification. Given a drug SMILES string, predict its activity (active/inactive) in a high-throughput screening assay against a specified biological target. (1) The compound is Clc1c(NC(=O)N2CCN(CC2)C(OCC)=O)ccc(Cl)c1. The result is 0 (inactive). (2) The compound is O1C2(N(C(=O)NC(C2)c2c1cccc2)c1cc(ccc1)C(=O)Nc1[nH]ncn1)C. The result is 0 (inactive).